This data is from Forward reaction prediction with 1.9M reactions from USPTO patents (1976-2016). The task is: Predict the product of the given reaction. (1) Given the reactants [NH2:1][C:2]1[CH:3]=[C:4]2[C:9](=[C:10]([CH3:12])[CH:11]=1)[CH:8]=[N:7][C:6]([NH:13][C:14]([NH:16][CH2:17][CH3:18])=[O:15])=[CH:5]2.[O:19]1[CH2:24][CH2:23][N:22]([C:25]2[CH:26]=[C:27]([CH:30]=[CH:31][N:32]=2)[CH:28]=O)[CH2:21][CH2:20]1, predict the reaction product. The product is: [CH2:17]([NH:16][C:14]([NH:13][C:6]1[N:7]=[CH:8][C:9]2[C:4]([CH:5]=1)=[CH:3][C:2]([NH:1][CH2:28][C:27]1[CH:30]=[CH:31][N:32]=[C:25]([N:22]3[CH2:23][CH2:24][O:19][CH2:20][CH2:21]3)[CH:26]=1)=[CH:11][C:10]=2[CH3:12])=[O:15])[CH3:18]. (2) Given the reactants FC(F)(F)C(O)=O.FC(F)(F)S(O)(=O)=O.COC1C=C(OC)C=CC=1C[N:21]1[CH2:27][CH2:26][C:25]([F:29])([F:28])[CH2:24][C@@H:23]([N:30]([CH2:40][C:41]2[CH:42]=[N:43][C:44]([O:47][CH3:48])=[CH:45][CH:46]=2)[S:31]([CH2:34][CH2:35][C:36]([F:39])([F:38])[F:37])(=[O:33])=[O:32])[C:22]1=[O:49], predict the reaction product. The product is: [F:29][C:25]1([F:28])[CH2:26][CH2:27][NH:21][C:22](=[O:49])[C@H:23]([N:30]([CH2:40][C:41]2[CH:42]=[N:43][C:44]([O:47][CH3:48])=[CH:45][CH:46]=2)[S:31]([CH2:34][CH2:35][C:36]([F:38])([F:39])[F:37])(=[O:33])=[O:32])[CH2:24]1. (3) Given the reactants [C:1]([C:5]1[CH:10]=[CH:9][C:8]([S:11]([N:14]2[C:20]3[CH:21]=[C:22]([C:25]4[O:29][C:28](=[O:30])[NH:27][N:26]=4)[CH:23]=[CH:24][C:19]=3[NH:18][C:17]3[N:31]=[C:32]([C:35]([F:38])([F:37])[F:36])[CH:33]=[CH:34][C:16]=3[CH2:15]2)(=[O:13])=[O:12])=[CH:7][CH:6]=1)([CH3:4])([CH3:3])[CH3:2].[C:39](=O)([O-])[O-].[Cs+].[Cs+].IC, predict the reaction product. The product is: [C:1]([C:5]1[CH:10]=[CH:9][C:8]([S:11]([N:14]2[C:20]3[CH:21]=[C:22]([C:25]4[O:29][C:28](=[O:30])[N:27]([CH3:39])[N:26]=4)[CH:23]=[CH:24][C:19]=3[NH:18][C:17]3[N:31]=[C:32]([C:35]([F:37])([F:36])[F:38])[CH:33]=[CH:34][C:16]=3[CH2:15]2)(=[O:12])=[O:13])=[CH:7][CH:6]=1)([CH3:4])([CH3:2])[CH3:3]. (4) Given the reactants [NH2:1][C:2]1[CH:18]=[CH:17][C:16]([Cl:19])=[CH:15][C:3]=1[C:4]([C:6]1[CH:11]=[CH:10][CH:9]=[CH:8][C:7]=1[N+:12]([O-:14])=[O:13])=O.[C:20]([NH:22][C:23]([NH:25][CH2:26][CH3:27])=[NH:24])#[N:21].O.[C:29]1([CH3:39])[CH:34]=[CH:33][C:32]([S:35]([OH:38])(=[O:37])=[O:36])=[CH:31][CH:30]=1, predict the reaction product. The product is: [C:29]1([CH3:39])[CH:30]=[CH:31][C:32]([S:35]([O-:38])(=[O:36])=[O:37])=[CH:33][CH:34]=1.[Cl:19][C:16]1[CH:15]=[C:3]2[C:2](=[CH:18][CH:17]=1)[N:1]=[C:20]([NH:22][C:23]([NH:25][CH2:26][CH3:27])=[NH2+:24])[N:21]=[C:4]2[C:6]1[CH:11]=[CH:10][CH:9]=[CH:8][C:7]=1[N+:12]([O-:14])=[O:13]. (5) Given the reactants [C:1]([O:5][C:6](=[O:44])[NH:7][CH2:8][CH2:9][CH2:10][N:11]1[CH2:16][CH2:15][CH:14]([NH:17][C:18]([NH:20][C:21]2[C:22](=[CH:40]N(C)C)[O:23][C:24]3[CH:30]=[CH:29][C:28]([CH2:31][CH2:32][C:33]4[CH:38]=[CH:37][CH:36]=[C:35]([F:39])[CH:34]=4)=[CH:27][C:25]=3[N:26]=2)=[O:19])[CH2:13][CH2:12]1)([CH3:4])([CH3:3])[CH3:2], predict the reaction product. The product is: [C:1]([O:5][C:6](=[O:44])[NH:7][CH2:8][CH2:9][CH2:10][N:11]1[CH2:12][CH2:13][CH:14]([N:17]2[CH:40]=[C:22]3[C:21]([NH:26][C:25]4[C:24]([O:23]3)=[CH:30][CH:29]=[C:28]([CH2:31][CH2:32][C:33]3[CH:38]=[CH:37][CH:36]=[C:35]([F:39])[CH:34]=3)[CH:27]=4)=[N:20][C:18]2=[O:19])[CH2:15][CH2:16]1)([CH3:4])([CH3:2])[CH3:3].